This data is from Full USPTO retrosynthesis dataset with 1.9M reactions from patents (1976-2016). The task is: Predict the reactants needed to synthesize the given product. (1) Given the product [Cl:1][C:2]1[CH:3]=[C:4]([CH:19]=[CH:20][C:21]=1[F:22])[NH:5][C:6]1[C:15]2[C:10](=[CH:11][C:12]([O:17][CH3:18])=[CH:13][C:14]=2[O:16][CH:24]2[CH2:27][N:26]([CH:28]([CH3:30])[CH3:29])[CH2:25]2)[N:9]=[CH:8][N:7]=1, predict the reactants needed to synthesize it. The reactants are: [Cl:1][C:2]1[CH:3]=[C:4]([CH:19]=[CH:20][C:21]=1[F:22])[NH:5][C:6]1[C:15]2[C:10](=[CH:11][C:12]([O:17][CH3:18])=[CH:13][C:14]=2[OH:16])[N:9]=[CH:8][N:7]=1.O[CH:24]1[CH2:27][N:26]([CH:28]([CH3:30])[CH3:29])[CH2:25]1. (2) Given the product [CH2:17]([C:9]1[C:10]2[CH:16]=[CH:15][CH:14]=[CH:13][C:11]=2[S:12][C:8]=1[CH:2]1[CH2:3][CH2:4][NH:5][CH2:6][CH2:7]1)[CH3:18], predict the reactants needed to synthesize it. The reactants are: O[C:2]1([C:8]2[S:12][C:11]3[CH:13]=[CH:14][CH:15]=[CH:16][C:10]=3[C:9]=2[CH2:17][CH3:18])[CH2:7][CH2:6][NH:5][CH2:4][CH2:3]1.O1C[C@H]1COC1C2C=COC=2C=CC=1. (3) Given the product [F:1][C:2]1[CH:10]=[C:9]([F:11])[CH:8]=[C:7]([NH:12][C:13]2[N:18]=[C:17]([NH:19][C:20]3[CH:25]=[CH:24][C:23]([N:26]4[CH2:27][CH2:28][N:29]([CH:32]([CH3:33])[CH3:34])[CH2:30][CH2:31]4)=[CH:22][C:21]=3[O:35][CH3:36])[NH:16][C:15]3=[N:37][CH:38]=[CH:39][C:14]=23)[C:3]=1[C:4]([NH2:6])=[O:5], predict the reactants needed to synthesize it. The reactants are: [F:1][C:2]1[CH:10]=[C:9]([F:11])[CH:8]=[C:7]([NH:12][C:13]2[C:14]3[CH:39]=[CH:38][N:37](S(C4C=CC(C)=CC=4)(=O)=O)[C:15]=3[N:16]=[C:17]([NH:19][C:20]3[CH:25]=[CH:24][C:23]([N:26]4[CH2:31][CH2:30][N:29]([CH:32]([CH3:34])[CH3:33])[CH2:28][CH2:27]4)=[CH:22][C:21]=3[O:35][CH3:36])[N:18]=2)[C:3]=1[C:4]([NH2:6])=[O:5].[OH-].[Na+]. (4) Given the product [CH2:1]([O:8][C:9]1[CH:16]=[CH:15][C:14]([I:22])=[C:11]([CH:10]=1)[CH2:12][OH:13])[C:2]1[CH:3]=[CH:4][CH:5]=[CH:6][CH:7]=1, predict the reactants needed to synthesize it. The reactants are: [CH2:1]([O:8][C:9]1[CH:10]=[C:11]([CH:14]=[CH:15][CH:16]=1)[CH2:12][OH:13])[C:2]1[CH:7]=[CH:6][CH:5]=[CH:4][CH:3]=1.C(=O)([O-])O.[Na+].[I:22]Cl. (5) Given the product [CH3:50][C@H:11]1[C@H:12]2[CH2:13][C@H:14]3[C:15]([CH3:16])([CH3:17])[C@@H:3]([CH2:4][CH2:5][C@:7]2([CH3:57])[CH2:8][CH2:9][CH2:10]1)[C@H:2]([CH3:1])[CH2:19][CH2:18]3.[CH3:1][C:2]1[C@@H:19]([O:20][C:21]([C@H:23]([OH:39])[C@@H:24]([NH:31][C:32]([O:34][C:35]([CH3:36])([CH3:37])[CH3:38])=[O:33])[C:25]2[CH:26]=[CH:27][CH:28]=[CH:29][CH:30]=2)=[O:22])[CH2:18][C@:14]2([OH:40])[C:15]([CH3:16])([CH3:17])[C:3]=1[C@@H:4]([OH:58])[C:5]([C@@:7]1([CH3:57])[C@H:12]([C@@H:13]2[O:41][C:42]([C:44]2[CH:49]=[CH:48][CH:47]=[CH:46][CH:45]=2)=[O:43])[C@:11]2([O:52][C:53]([CH3:55])=[O:54])[CH2:50][O:51][C@@H:10]2[CH2:9][C@@H:8]1[OH:56])=[O:6], predict the reactants needed to synthesize it. The reactants are: [CH3:1][C:2]1[C@@H:19]([O:20][C:21]([C@H:23]([OH:39])[C@@H:24]([NH:31][C:32]([O:34][C:35]([CH3:38])([CH3:37])[CH3:36])=[O:33])[C:25]2[CH:26]=[CH:27][CH:28]=[CH:29][CH:30]=2)=[O:22])[CH2:18][C@:14]2([OH:40])[C:15]([CH3:17])([CH3:16])[C:3]=1[C@@H:4]([OH:58])[C:5]([C@@:7]1([CH3:57])[C@H:12]([C@@H:13]2[O:41][C:42]([C:44]2[CH:45]=[CH:46][CH:47]=[CH:48][CH:49]=2)=[O:43])[C@:11]2([O:52][C:53]([CH3:55])=[O:54])[CH2:50][O:51][C@@H:10]2[CH2:9][C@@H:8]1[OH:56])=[O:6]. (6) Given the product [Br:1][C:2]1[CH:3]=[CH:6][C:7]2[CH:8]=[C:9]([C:20]([OH:21])=[O:16])[S:11][C:12]=2[CH:13]=1, predict the reactants needed to synthesize it. The reactants are: [Br:1][C:2]1[CH:9]=[CH:8][CH:7]=[C:6](F)[C:3]=1C=O.[SH:11][CH2:12][C:13](O)=O.[OH-:16].[K+].CN(C)[CH:20]=[O:21].